Dataset: Reaction yield outcomes from USPTO patents with 853,638 reactions. Task: Predict the reaction yield, written as a fraction of the theoretical maximum amount of product (1.0 means a 100% yield; for example, 0.34 means a 34% yield). (1) The reactants are Br[C:2]1[N:7]=[N:6][C:5]([NH2:8])=[N:4][C:3]=1[C:9]1[CH:14]=[CH:13][CH:12]=[CH:11][CH:10]=1.[F:15][C:16]1[CH:21]=[CH:20][C:19]([OH:22])=[CH:18][CH:17]=1. No catalyst specified. The product is [F:15][C:16]1[CH:21]=[CH:20][C:19]([O:22][C:2]2[N:7]=[N:6][C:5]([NH2:8])=[N:4][C:3]=2[C:9]2[CH:14]=[CH:13][CH:12]=[CH:11][CH:10]=2)=[CH:18][CH:17]=1. The yield is 0.0800. (2) The reactants are [CH2:1]([C@H:8]([NH:45][C:46](=[O:52])[O:47][C:48]([CH3:51])([CH3:50])[CH3:49])[C@@H:9]([O:37][Si](C(C)(C)C)(C)C)[CH2:10][C@@H:11]([NH:26][C:27]([O:29][CH2:30][C:31]1[CH:36]=[CH:35][CH:34]=[CH:33][CH:32]=1)=[O:28])[CH2:12][C:13]1[CH:18]=[CH:17][C:16]([C:19]2[CH:24]=[CH:23][C:22]([CH3:25])=[CH:21][N:20]=2)=[CH:15][CH:14]=1)[C:2]1[CH:7]=[CH:6][CH:5]=[CH:4][CH:3]=1.CCCC[N+](CCCC)(CCCC)CCCC.[F-]. The catalyst is C1COCC1. The product is [CH2:1]([C@H:8]([NH:45][C:46](=[O:52])[O:47][C:48]([CH3:50])([CH3:49])[CH3:51])[C@@H:9]([OH:37])[CH2:10][C@@H:11]([NH:26][C:27]([O:29][CH2:30][C:31]1[CH:36]=[CH:35][CH:34]=[CH:33][CH:32]=1)=[O:28])[CH2:12][C:13]1[CH:18]=[CH:17][C:16]([C:19]2[CH:24]=[CH:23][C:22]([CH3:25])=[CH:21][N:20]=2)=[CH:15][CH:14]=1)[C:2]1[CH:3]=[CH:4][CH:5]=[CH:6][CH:7]=1. The yield is 0.630.